This data is from Full USPTO retrosynthesis dataset with 1.9M reactions from patents (1976-2016). The task is: Predict the reactants needed to synthesize the given product. (1) Given the product [C:8]([O:14][CH:15]1[C:27]2[CH:26]=[CH:25][CH:24]=[CH:23][C:22]=2[C:21]2[C:16]1=[CH:17][CH:18]=[CH:19][CH:20]=2)(=[O:12])[C:9]([CH3:11])=[CH2:10], predict the reactants needed to synthesize it. The reactants are: C(N(CC)CC)C.[C:8](Cl)(=[O:12])[C:9]([CH3:11])=[CH2:10].[OH:14][CH:15]1[C:27]2[CH:26]=[CH:25][CH:24]=[CH:23][C:22]=2[C:21]2[C:16]1=[CH:17][CH:18]=[CH:19][CH:20]=2. (2) Given the product [C:27]([C:26]1[CH:25]=[CH:24][C:23]([N:22]2[C:18]([C:3]3[N:4]([C:34]([N:33]([CH2:31][CH3:32])[CH3:36])=[O:40])[C:5](=[O:17])[N:6]([C:7]4[CH:12]=[CH:11][CH:10]=[C:9]([C:13]([F:16])([F:15])[F:14])[CH:8]=4)[C:2]=3[CH3:1])=[CH:19][CH:20]=[N:21]2)=[CH:30][CH:29]=1)#[N:28], predict the reactants needed to synthesize it. The reactants are: [CH3:1][C:2]1[N:6]([C:7]2[CH:12]=[CH:11][CH:10]=[C:9]([C:13]([F:16])([F:15])[F:14])[CH:8]=2)[C:5](=[O:17])[NH:4][C:3]=1[C:18]1[N:22]([C:23]2[CH:30]=[CH:29][C:26]([C:27]#[N:28])=[CH:25][CH:24]=2)[N:21]=[CH:20][CH:19]=1.[CH2:31]([N:33]([CH2:36]C)[CH2:34]C)[CH3:32].ClC(OC1C=CC([N+]([O-])=O)=CC=1)=[O:40].CNCC.